This data is from Forward reaction prediction with 1.9M reactions from USPTO patents (1976-2016). The task is: Predict the product of the given reaction. (1) Given the reactants Br[C:2]1[CH:24]=[CH:23][C:5]2[C:6]3[N:7]=[C:8]([C:14]4[N:15]([CH:20]([CH3:22])[CH3:21])[N:16]=[C:17]([CH3:19])[N:18]=4)[S:9][C:10]=3[CH2:11][CH2:12][O:13][C:4]=2[CH:3]=1.O1CCCCC1[O:31][CH2:32][CH2:33][N:34]1[CH:38]=[C:37]([Sn](CCCC)(CCCC)CCCC)[N:36]=[CH:35]1.O1CCCCC1OCCN1C([Sn](CCCC)(CCCC)CCCC)=CN=C1, predict the reaction product. The product is: [CH:20]([N:15]1[C:14]([C:8]2[S:9][C:10]3[CH2:11][CH2:12][O:13][C:4]4[CH:3]=[C:2]([C:37]5[N:36]=[CH:35][N:34]([CH2:33][CH2:32][OH:31])[CH:38]=5)[CH:24]=[CH:23][C:5]=4[C:6]=3[N:7]=2)=[N:18][C:17]([CH3:19])=[N:16]1)([CH3:22])[CH3:21]. (2) Given the reactants [C:1]1([S:7]([C:10]#[N:11])(=[O:9])=[O:8])[CH:6]=[CH:5][CH:4]=[CH:3][CH:2]=1.ClC(OCC)=[O:14].[C:18]1([CH3:25])[C:19](C)=[CH:20]C=[CH:22][CH:23]=1, predict the reaction product. The product is: [C:1]1([S:7]([C:10]2[CH:25]=[C:18]3[CH:23]=[CH:22][O:14][C:19]3=[CH:20][N:11]=2)(=[O:8])=[O:9])[CH:2]=[CH:3][CH:4]=[CH:5][CH:6]=1. (3) Given the reactants [O:1]=[C:2]1[C:10]2[C:5](=[CH:6][CH:7]=[CH:8][CH:9]=2)[C:4](=[O:11])[N:3]1[CH2:12][CH2:13][S:14](Cl)(=[O:16])=[O:15].[NH2:18][C@H:19]1[CH2:24][CH2:23][CH2:22][N:21]([C:25]([O:27][CH2:28][C:29]2[CH:34]=[CH:33][CH:32]=[CH:31][CH:30]=2)=[O:26])[CH2:20]1.CCN(C(C)C)C(C)C.O, predict the reaction product. The product is: [O:1]=[C:2]1[C:10]2[C:5](=[CH:6][CH:7]=[CH:8][CH:9]=2)[C:4](=[O:11])[N:3]1[CH2:12][CH2:13][S:14]([NH:18][C@H:19]1[CH2:24][CH2:23][CH2:22][N:21]([C:25]([O:27][CH2:28][C:29]2[CH:34]=[CH:33][CH:32]=[CH:31][CH:30]=2)=[O:26])[CH2:20]1)(=[O:16])=[O:15]. (4) Given the reactants Br[CH2:2][C:3]1[C:11]2[O:10][C:9]([C:12]3[CH:17]=[CH:16][C:15]([OH:18])=[CH:14][CH:13]=3)=[CH:8][C:7]=2[CH:6]=[C:5]([OH:19])[CH:4]=1.[OH-].[K+].[CH2:22]([OH:24])[CH3:23], predict the reaction product. The product is: [CH2:22]([O:24][CH2:2][C:3]1[C:11]2[O:10][C:9]([C:12]3[CH:17]=[CH:16][C:15]([OH:18])=[CH:14][CH:13]=3)=[CH:8][C:7]=2[CH:6]=[C:5]([OH:19])[CH:4]=1)[CH3:23]. (5) Given the reactants Br[C:2]1[N:7]=[CH:6][C:5]([NH:8][C:9](=[O:15])[O:10][C:11]([CH3:14])([CH3:13])[CH3:12])=[CH:4][CH:3]=1.Br[C:17]([F:24])([F:23])[C:18]([O:20][CH2:21][CH3:22])=[O:19], predict the reaction product. The product is: [C:11]([O:10][C:9]([NH:8][C:5]1[CH:4]=[CH:3][C:2]([C:17]([F:24])([F:23])[C:18]([O:20][CH2:21][CH3:22])=[O:19])=[N:7][CH:6]=1)=[O:15])([CH3:14])([CH3:13])[CH3:12].